From a dataset of NCI-60 drug combinations with 297,098 pairs across 59 cell lines. Regression. Given two drug SMILES strings and cell line genomic features, predict the synergy score measuring deviation from expected non-interaction effect. (1) Drug 1: CS(=O)(=O)C1=CC(=C(C=C1)C(=O)NC2=CC(=C(C=C2)Cl)C3=CC=CC=N3)Cl. Drug 2: COC1=C2C(=CC3=C1OC=C3)C=CC(=O)O2. Cell line: 786-0. Synergy scores: CSS=8.85, Synergy_ZIP=0.606, Synergy_Bliss=6.54, Synergy_Loewe=1.86, Synergy_HSA=5.16. (2) Cell line: ACHN. Synergy scores: CSS=34.8, Synergy_ZIP=-5.56, Synergy_Bliss=-6.22, Synergy_Loewe=-75.7, Synergy_HSA=-10.4. Drug 1: C(CC(=O)O)C(=O)CN.Cl. Drug 2: CC1=C(C(=O)C2=C(C1=O)N3CC4C(C3(C2COC(=O)N)OC)N4)N. (3) Drug 1: CC1=C(C=C(C=C1)NC(=O)C2=CC=C(C=C2)CN3CCN(CC3)C)NC4=NC=CC(=N4)C5=CN=CC=C5. Drug 2: C1=CC=C(C=C1)NC(=O)CCCCCCC(=O)NO. Cell line: OVCAR3. Synergy scores: CSS=-5.20, Synergy_ZIP=1.53, Synergy_Bliss=3.94, Synergy_Loewe=-9.20, Synergy_HSA=-5.70. (4) Drug 1: C1=NC2=C(N1)C(=S)N=C(N2)N. Drug 2: CC1C(C(CC(O1)OC2CC(CC3=C2C(=C4C(=C3O)C(=O)C5=CC=CC=C5C4=O)O)(C(=O)C)O)N)O. Cell line: NCI-H226. Synergy scores: CSS=49.7, Synergy_ZIP=-6.71, Synergy_Bliss=-3.92, Synergy_Loewe=-5.80, Synergy_HSA=-0.304.